Dataset: Reaction yield outcomes from USPTO patents with 853,638 reactions. Task: Predict the reaction yield, written as a fraction of the theoretical maximum amount of product (1.0 means a 100% yield; for example, 0.34 means a 34% yield). (1) The reactants are [CH:1]([NH2:3])=O.[NH2:4][C:5]1[C:13]([N+:14]([O-:16])=[O:15])=[CH:12][CH:11]=[CH:10][C:6]=1[C:7](O)=[O:8]. The catalyst is COC(O)C. The product is [N+:14]([C:13]1[CH:12]=[CH:11][CH:10]=[C:6]2[C:5]=1[N:4]=[CH:1][NH:3][C:7]2=[O:8])([O-:16])=[O:15]. The yield is 0.140. (2) The reactants are [N:1]([CH2:4][CH:5]([NH:15][C:16]([C:18]1[S:34][C:21]2=[N:22][C:23]3[CH2:24][CH2:25][CH:26]([C:30]([CH3:33])([CH3:32])[CH3:31])[CH2:27][C:28]=3[CH:29]=[C:20]2[CH:19]=1)=[O:17])[C:6]1[CH:11]=[CH:10][C:9]([C:12](=[O:14])[NH2:13])=[CH:8][CH:7]=1)=[N+]=[N-].C(N(CC)CC)C.C1(P(C2C=CC=CC=2)C2C=CC=CC=2)C=CC=CC=1. The catalyst is C1COCC1.O. The product is [NH2:1][CH2:4][CH:5]([NH:15][C:16]([C:18]1[S:34][C:21]2=[N:22][C:23]3[CH2:24][CH2:25][CH:26]([C:30]([CH3:32])([CH3:31])[CH3:33])[CH2:27][C:28]=3[CH:29]=[C:20]2[CH:19]=1)=[O:17])[C:6]1[CH:11]=[CH:10][C:9]([C:12](=[O:14])[NH2:13])=[CH:8][CH:7]=1. The yield is 0.960. (3) The catalyst is ClCCl. The product is [C:11]1([C:16]2[CH:21]=[CH:20][CH:19]=[CH:18][CH:17]=2)[CH:12]=[CH:13][CH:14]=[CH:15][C:10]=1[NH:9][C:8]([O:7][CH:4]1[CH2:3][CH2:2][N:1]([CH2:25][CH2:24][C:23]([OH:27])=[O:26])[CH2:6][CH2:5]1)=[O:22]. The reactants are [NH:1]1[CH2:6][CH2:5][CH:4]([O:7][C:8](=[O:22])[NH:9][C:10]2[CH:15]=[CH:14][CH:13]=[CH:12][C:11]=2[C:16]2[CH:21]=[CH:20][CH:19]=[CH:18][CH:17]=2)[CH2:3][CH2:2]1.[C:23]([OH:27])(=[O:26])[CH:24]=[CH2:25]. The yield is 0.960. (4) The catalyst is C(OC)(OC)OC. The product is [F:21][C:3]1[C:2]2[N:1]=[CH:22][S:12][C:11]=2[CH:10]=[C:5]([C:6]([O:8][CH3:9])=[O:7])[C:4]=1[NH:13][C:14]1[CH:19]=[CH:18][CH:17]=[CH:16][C:15]=1[Cl:20]. The reactants are [NH2:1][C:2]1[C:11]([SH:12])=[CH:10][C:5]([C:6]([O:8][CH3:9])=[O:7])=[C:4]([NH:13][C:14]2[CH:19]=[CH:18][CH:17]=[CH:16][C:15]=2[Cl:20])[C:3]=1[F:21].[CH3:22]C1C=CC(S(O)(=O)=O)=CC=1.O. The yield is 0.876. (5) The reactants are [NH:1]1[C:9]2[C:4](=[CH:5][CH:6]=[C:7]([C:10]([OH:12])=O)[CH:8]=2)[CH:3]=[CH:2]1.[CH2:13]1[C@H:22]2[C@H:17]([CH2:18][CH2:19][C:20]3[CH:26]=[CH:25][CH:24]=[CH:23][C:21]=32)[NH:16][CH2:15][CH2:14]1.F[P-](F)(F)(F)(F)F.N1(OC(N(C)C)=[N+](C)C)C2N=CC=CC=2N=N1. No catalyst specified. The product is [CH2:13]1[C@H:22]2[C@H:17]([CH2:18][CH2:19][C:20]3[CH:26]=[CH:25][CH:24]=[CH:23][C:21]=32)[N:16]([C:10]([C:7]2[CH:8]=[C:9]3[C:4]([CH:3]=[CH:2][NH:1]3)=[CH:5][CH:6]=2)=[O:12])[CH2:15][CH2:14]1. The yield is 0.270. (6) The yield is 0.650. The catalyst is [OH-].[Na+]. The product is [C:1]([C:5]1[CH:10]=[CH:9][C:8]([S:11]([NH:15][CH2:16][C:17]2[CH:18]=[C:19]([CH:23]=[CH:24][CH:25]=2)[C:20]([OH:22])=[O:21])(=[O:13])=[O:12])=[CH:7][CH:6]=1)([CH3:4])([CH3:3])[CH3:2]. The reactants are [C:1]([C:5]1[CH:10]=[CH:9][C:8]([S:11](Cl)(=[O:13])=[O:12])=[CH:7][CH:6]=1)([CH3:4])([CH3:3])[CH3:2].[NH2:15][CH2:16][C:17]1[CH:18]=[C:19]([CH:23]=[CH:24][CH:25]=1)[C:20]([OH:22])=[O:21].Cl. (7) No catalyst specified. The reactants are Br[C:2]1[N:7]=[C:6]2[S:8][C:9]([NH:11][C:12](=[O:24])[C:13]3[CH:18]=[CH:17][C:16]([C:19]([CH3:23])([CH3:22])[CH2:20][OH:21])=[CH:15][CH:14]=3)=[N:10][C:5]2=[CH:4][CH:3]=1.[CH3:25][C:26]1[C:30](B2OC(C)(C)C(C)(C)O2)=[CH:29][NH:28][N:27]=1. The product is [OH:21][CH2:20][C:19]([C:16]1[CH:17]=[CH:18][C:13]([C:12]([NH:11][C:9]2[S:8][C:6]3[C:5]([N:10]=2)=[CH:4][CH:3]=[C:2]([C:30]2[C:26]([CH3:25])=[N:27][NH:28][CH:29]=2)[N:7]=3)=[O:24])=[CH:14][CH:15]=1)([CH3:23])[CH3:22]. The yield is 0.200.